Predict the reaction yield, written as a fraction of the theoretical maximum amount of product (1.0 means a 100% yield; for example, 0.34 means a 34% yield). From a dataset of Reaction yield outcomes from USPTO patents with 853,638 reactions. (1) The yield is 0.920. The catalyst is [Pd]. The reactants are C([NH:11][CH2:12][CH2:13][CH2:14][CH2:15][C:16]1[CH:21]=[CH:20][C:19](OCCOC)=[CH:18][CH:17]=1)(OCC1C=CC=CC=1)=O.[C:27](O)(=[O:29])C.[H][H].[CH2:33]([OH:35])[CH3:34]. The product is [O:35]([CH:15]([C:16]1[CH:17]=[CH:18][CH:19]=[CH:20][CH:21]=1)[CH2:14][CH2:13][CH2:12][NH2:11])[CH2:33][CH2:34][O:29][CH3:27]. (2) The reactants are [S:1]1CC(O)S[CH2:3][CH:2]1O.[C:9]([CH2:11][C:12]([NH2:14])=[O:13])#[N:10].C(N(CC)CC)C. The catalyst is C(O)C. The product is [NH2:10][C:9]1[S:1][CH:2]=[CH:3][C:11]=1[C:12]([NH2:14])=[O:13]. The yield is 0.640. (3) The reactants are BrC1SC2C=C(C(OCC)=O)C=CC=2N=1.FC1(F)CCNCC1.C([O-])([O-])=O.[Cs+].[Cs+].[F:30][C:31]1([F:51])[CH2:36][CH2:35][N:34]([C:37]2[S:38][C:39]3[CH:45]=[C:44]([C:46]([O:48]CC)=[O:47])[CH:43]=[CH:42][C:40]=3[N:41]=2)[CH2:33][CH2:32]1.Cl. The catalyst is CC#N.O. The product is [F:51][C:31]1([F:30])[CH2:36][CH2:35][N:34]([C:37]2[S:38][C:39]3[CH:45]=[C:44]([C:46]([OH:48])=[O:47])[CH:43]=[CH:42][C:40]=3[N:41]=2)[CH2:33][CH2:32]1. The yield is 0.990. (4) The reactants are [CH2:1]([C:3]1[N:4]([C:28]2[CH:33]=[CH:32][C:31]([O:34][C:35]([CH3:39])([CH3:38])[CH2:36][OH:37])=[CH:30][CH:29]=2)[C:5](=[O:27])[C:6]([CH2:12][C:13]2[CH:18]=[CH:17][C:16]([C:19]3[C:20]([C:25]#[N:26])=[CH:21][CH:22]=[CH:23][CH:24]=3)=[CH:15][CH:14]=2)=[C:7]([CH2:9][CH2:10][CH3:11])[N:8]=1)[CH3:2].N1C(C)=CC=CC=1C.FC(F)(F)S(O[Si:54]([C:57]([CH3:60])([CH3:59])[CH3:58])([CH3:56])[CH3:55])(=O)=O. The catalyst is ClCCl.C(OCC)(=O)C. The product is [Si:54]([O:37][CH2:36][C:35]([CH3:39])([CH3:38])[O:34][C:31]1[CH:30]=[CH:29][C:28]([N:4]2[C:5](=[O:27])[C:6]([CH2:12][C:13]3[CH:14]=[CH:15][C:16]([C:19]4[C:20]([C:25]#[N:26])=[CH:21][CH:22]=[CH:23][CH:24]=4)=[CH:17][CH:18]=3)=[C:7]([CH2:9][CH2:10][CH3:11])[N:8]=[C:3]2[CH2:1][CH3:2])=[CH:33][CH:32]=1)([C:57]([CH3:60])([CH3:59])[CH3:58])([CH3:56])[CH3:55]. The yield is 0.850. (5) The reactants are [OH:1][C:2]1[CH:3]=[N:4][CH:5]=[C:6]([CH:11]=1)[C:7]([O:9][CH3:10])=[O:8].C([O-])([O-])=O.[K+].[K+].Br[CH2:19][C:20]1[CH:25]=[CH:24][CH:23]=[CH:22][CH:21]=1. The catalyst is CN(C=O)C. The product is [CH2:19]([O:1][C:2]1[CH:3]=[N:4][CH:5]=[C:6]([CH:11]=1)[C:7]([O:9][CH3:10])=[O:8])[C:20]1[CH:25]=[CH:24][CH:23]=[CH:22][CH:21]=1. The yield is 0.307. (6) The reactants are C([NH:4][C@@H:5]1[CH2:8][C@H:7]([C:9]([OH:11])=[O:10])[C:6]1([CH3:13])[CH3:12])(=O)C.[CH3:26][C:25]([O:24][C:22](O[C:22]([O:24][C:25]([CH3:28])([CH3:27])[CH3:26])=[O:23])=[O:23])([CH3:28])[CH3:27]. The catalyst is Cl. The yield is 0.726. The product is [C:25]([O:24][C:22]([NH:4][C@@H:5]1[CH2:8][C@H:7]([C:9]([OH:11])=[O:10])[C:6]1([CH3:13])[CH3:12])=[O:23])([CH3:26])([CH3:27])[CH3:28]. (7) The reactants are [CH2:1]([C:3]1([CH3:6])[CH2:5][O:4]1)[CH3:2].[N-:7]=[N+:8]=[N-:9].[Na+]. No catalyst specified. The product is [CH2:1]([C@@:3]1([CH3:6])[CH2:5][O:4]1)[CH3:2].[N:7]([CH2:5][C@:3]([CH3:6])([OH:4])[CH2:1][CH3:2])=[N+:8]=[N-:9]. The yield is 0.410.